Dataset: Full USPTO retrosynthesis dataset with 1.9M reactions from patents (1976-2016). Task: Predict the reactants needed to synthesize the given product. Given the product [NH2:1][C:2]1[C:10]([O:11][CH3:12])=[CH:9][C:8]([Br:20])=[CH:7][C:3]=1[C:4]([OH:6])=[O:5], predict the reactants needed to synthesize it. The reactants are: [NH2:1][C:2]1[C:10]([O:11][CH3:12])=[CH:9][CH:8]=[CH:7][C:3]=1[C:4]([OH:6])=[O:5].C1C(=O)N([Br:20])C(=O)C1.